This data is from Forward reaction prediction with 1.9M reactions from USPTO patents (1976-2016). The task is: Predict the product of the given reaction. (1) Given the reactants [OH:1][CH2:2][CH2:3][CH2:4][N:5]1[C:9](=[O:10])[CH:8]=[CH:7][C:6]1=[O:11].C(N(CC)CC)C.[C:19](O[C:19](=[O:23])[C:20]([CH3:22])=[CH2:21])(=[O:23])[C:20]([CH3:22])=[CH2:21], predict the reaction product. The product is: [O:10]=[C:9]1[CH:8]=[CH:7][C:6](=[O:11])[N:5]1[CH2:4][CH2:3][CH2:2][O:1][C:19](=[O:23])[C:20]([CH3:22])=[CH2:21]. (2) The product is: [CH3:1][C:2]1[CH:7]=[C:6]([Cl:8])[CH:5]=[CH:4][C:3]=1[O:9][CH2:10][C:11]([O-:13])=[O:12].[K+:15]. Given the reactants [CH3:1][C:2]1[CH:7]=[C:6]([Cl:8])[CH:5]=[CH:4][C:3]=1[O:9][CH2:10][C:11]([OH:13])=[O:12].[OH-].[K+:15], predict the reaction product. (3) The product is: [CH3:29][O:30][C:31](=[O:32])[C:33]1[CH:34]=[CH:35][CH:36]=[C:37]([O:26][C:23]2[CH:24]=[CH:25][C:20]([CH:8]([C:5]3[CH:6]=[CH:7][C:2]([Cl:1])=[CH:3][C:4]=3[CH3:28])[CH2:9][C:10]([C:12]3[CH:13]=[CH:14][C:15](=[O:19])[N:16]([CH3:18])[CH:17]=3)=[O:11])=[CH:21][C:22]=2[F:27])[CH:38]=1. Given the reactants [Cl:1][C:2]1[CH:7]=[CH:6][C:5]([CH:8]([C:20]2[CH:25]=[CH:24][C:23]([OH:26])=[C:22]([F:27])[CH:21]=2)[CH2:9][C:10]([C:12]2[CH:13]=[CH:14][C:15](=[O:19])[N:16]([CH3:18])[CH:17]=2)=[O:11])=[C:4]([CH3:28])[CH:3]=1.[CH3:29][O:30][C:31]([C:33]1[CH:34]=[C:35](B(O)O)[CH:36]=[CH:37][CH:38]=1)=[O:32].N1C=CC=CC=1, predict the reaction product. (4) Given the reactants [Cl:1][C:2]1[CH:3]=[C:4]([C:9]2([C:22]([F:25])([F:24])[F:23])[O:13][N:12]=[C:11]([C:14]3[S:18][C:17]([CH3:19])=[C:16]([C:20]#[N:21])[CH:15]=3)[CH2:10]2)[CH:5]=[C:6]([Cl:8])[CH:7]=1.Cl, predict the reaction product. The product is: [Cl:1][C:2]1[CH:3]=[C:4]([C:9]2([C:22]([F:23])([F:25])[F:24])[O:13][N:12]=[C:11]([C:14]3[S:18][C:17]([CH3:19])=[C:16]([CH2:20][NH2:21])[CH:15]=3)[CH2:10]2)[CH:5]=[C:6]([Cl:8])[CH:7]=1. (5) Given the reactants [O:1]=[C:2]1[C:10]([C:11]([OH:13])=O)=[C:5]2[CH2:6][CH2:7][CH2:8][CH2:9][N:4]2[N:3]1[C:14]1[CH:19]=[CH:18][CH:17]=[CH:16][CH:15]=1.[NH2:20][C:21]1[CH:37]=[CH:36][C:24]([O:25][C:26]2[CH:31]=[CH:30][N:29]=[C:28]([C:32]([NH2:34])=[O:33])[C:27]=2[Cl:35])=[C:23]([F:38])[CH:22]=1.C1C=NC2N(O)N=NC=2C=1.CCN=C=NCCCN(C)C, predict the reaction product. The product is: [C:32]([C:28]1[C:27]([Cl:35])=[C:26]([O:25][C:24]2[CH:36]=[CH:37][C:21]([NH:20][C:11]([C:10]3[C:2](=[O:1])[N:3]([C:14]4[CH:15]=[CH:16][CH:17]=[CH:18][CH:19]=4)[N:4]4[CH2:9][CH2:8][CH2:7][CH2:6][C:5]=34)=[O:13])=[CH:22][C:23]=2[F:38])[CH:31]=[CH:30][N:29]=1)(=[O:33])[NH2:34]. (6) Given the reactants Cl[C:2]1[CH:3]=[C:4]([CH:8]=[CH:9][N:10]=1)[C:5]([OH:7])=[O:6].[NH:11]1[CH2:15][CH2:14][CH2:13][CH2:12]1, predict the reaction product. The product is: [N:11]1([C:2]2[CH:3]=[C:4]([CH:8]=[CH:9][N:10]=2)[C:5]([OH:7])=[O:6])[CH2:15][CH2:14][CH2:13][CH2:12]1. (7) Given the reactants [Br:1][C:2]1[CH:3]=[N:4][CH:5]=[C:6]([CH:10]=1)C(O)=O.C([N:13]([CH2:16]C)CC)C.C1(P(N=[N+]=[N-])(C2C=CC=CC=2)=[O:25])C=CC=CC=1.[C:35]([OH:39])([CH3:38])([CH3:37])[CH3:36], predict the reaction product. The product is: [Br:1][C:2]1[CH:3]=[N:4][CH:5]=[C:6]([NH:13][C:16]([O:39][C:35]([CH3:38])([CH3:37])[CH3:36])=[O:25])[CH:10]=1.